This data is from Forward reaction prediction with 1.9M reactions from USPTO patents (1976-2016). The task is: Predict the product of the given reaction. The product is: [CH3:11][C:12]1[CH:17]=[CH:16][C:15]([N+:18]([O-:20])=[O:19])=[CH:14][C:13]=1[C:2]1[C:7]2[CH:8]=[CH:9][S:10][C:6]=2[CH:5]=[CH:4][N:3]=1. Given the reactants Cl[C:2]1[C:7]2[CH:8]=[CH:9][S:10][C:6]=2[CH:5]=[CH:4][N:3]=1.[CH3:11][C:12]1[CH:17]=[CH:16][C:15]([N+:18]([O-:20])=[O:19])=[CH:14][C:13]=1B(O)O.C([O-])([O-])=O.[K+].[K+], predict the reaction product.